Dataset: NCI-60 drug combinations with 297,098 pairs across 59 cell lines. Task: Regression. Given two drug SMILES strings and cell line genomic features, predict the synergy score measuring deviation from expected non-interaction effect. Drug 1: C1C(C(OC1N2C=NC(=NC2=O)N)CO)O. Drug 2: C1CCC(C(C1)N)N.C(=O)(C(=O)[O-])[O-].[Pt+4]. Cell line: HCC-2998. Synergy scores: CSS=38.7, Synergy_ZIP=-10.5, Synergy_Bliss=-11.5, Synergy_Loewe=0.122, Synergy_HSA=0.430.